This data is from Forward reaction prediction with 1.9M reactions from USPTO patents (1976-2016). The task is: Predict the product of the given reaction. (1) Given the reactants Cl.[Cl-].[NH2:3][C:4]1[C:5]([NH:13][CH2:14][CH2:15][N+:16]([CH3:19])([CH3:18])[CH3:17])=[N:6][N:7]2[CH:12]=[CH:11][CH:10]=[CH:9][C:8]=12.[NH2:20][C:21]1[C:22]([Cl:29])=[C:23]([OH:28])[C:24]([CH3:27])=[CH:25][CH:26]=1.C(=O)([O-])[O-].[Na+].[Na+], predict the reaction product. The product is: [Cl-:29].[NH2:20][C:21]1/[C:26](=[N:3]/[C:4]2[C:5]([NH:13][CH2:14][CH2:15][N+:16]([CH3:19])([CH3:18])[CH3:17])=[N:6][N:7]3[CH:12]=[CH:11][CH:10]=[CH:9][C:8]=23)/[CH:25]=[C:24]([CH3:27])[C:23](=[O:28])[C:22]=1[Cl:29]. (2) Given the reactants [OH:1][CH2:2][CH2:3][N:4]1[CH2:9][CH2:8][N:7]([C:10]([O:12][C:13]([CH3:16])([CH3:15])[CH3:14])=[O:11])[CH2:6][CH2:5]1.CCN(C(C)C)C(C)C.[CH3:26][S:27](Cl)(=[O:29])=[O:28], predict the reaction product. The product is: [CH3:26][S:27]([O:1][CH2:2][CH2:3][N:4]1[CH2:9][CH2:8][N:7]([C:10]([O:12][C:13]([CH3:16])([CH3:15])[CH3:14])=[O:11])[CH2:6][CH2:5]1)(=[O:29])=[O:28]. (3) Given the reactants [CH2:1]([N:3]1[CH2:8][CH2:7][CH:6]([CH2:9][C:10]2[CH:18]=[CH:17][C:13]([C:14]([OH:16])=O)=[CH:12][C:11]=2[C:19]([F:22])([F:21])[F:20])[CH2:5][CH2:4]1)[CH3:2].[NH2:23][C@H:24]1[C@H:29]2[C@@H:25]1[O:26][C:27]1[CH:33]=[CH:32][C:31]([O:34][C:35]3[CH:44]=[CH:43][N:42]=[C:41]4[C:36]=3[CH2:37][CH2:38][C:39](=[O:45])[NH:40]4)=[CH:30][C:28]=12.CN(C(ON1N=NC2C=CC=NC1=2)=[N+](C)C)C.F[P-](F)(F)(F)(F)F.CCN(C(C)C)C(C)C, predict the reaction product. The product is: [CH2:1]([N:3]1[CH2:4][CH2:5][CH:6]([CH2:9][C:10]2[CH:18]=[CH:17][C:13]([C:14]([NH:23][C@H:24]3[C@H:29]4[C@@H:25]3[O:26][C:27]3[CH:33]=[CH:32][C:31]([O:34][C:35]5[C:36]6[CH2:37][CH2:38][C:39](=[O:45])[NH:40][C:41]=6[N:42]=[CH:43][CH:44]=5)=[CH:30][C:28]=34)=[O:16])=[CH:12][C:11]=2[C:19]([F:22])([F:20])[F:21])[CH2:7][CH2:8]1)[CH3:2]. (4) Given the reactants [CH2:1]([NH:8][C:9]([C:11]1[S:15][C:14]([C:16]2[CH:21]=[N:20][CH:19]=[C:18](/[CH:22]=[CH:23]/[CH2:24][C:25]3[CH:30]=[CH:29][CH:28]=[CH:27][CH:26]=3)[N:17]=2)=[N:13][C:12]=1[CH3:31])=[O:10])[C:2]1[CH:7]=[CH:6][CH:5]=[CH:4][CH:3]=1, predict the reaction product. The product is: [CH2:1]([NH:8][C:9]([C:11]1[S:15][C:14]([C:16]2[CH:21]=[N:20][CH:19]=[C:18]([CH2:22][CH2:23][CH2:24][C:25]3[CH:30]=[CH:29][CH:28]=[CH:27][CH:26]=3)[N:17]=2)=[N:13][C:12]=1[CH3:31])=[O:10])[C:2]1[CH:3]=[CH:4][CH:5]=[CH:6][CH:7]=1. (5) Given the reactants [Br:1]N1C(=O)CCC1=O.[CH3:9][S:10]([C:13]1[CH:14]=[C:15]([C:19]2[CH:24]=[CH:23][C:22]([C:25]3[N:29]([CH2:30][C:31]([O:33][CH2:34][CH3:35])=[O:32])[N:28]=[C:27]([C:36]([F:39])([F:38])[F:37])[CH:26]=3)=[CH:21][CH:20]=2)[CH:16]=[CH:17][CH:18]=1)(=[O:12])=[O:11], predict the reaction product. The product is: [Br:1][C:26]1[C:27]([C:36]([F:39])([F:38])[F:37])=[N:28][N:29]([CH2:30][C:31]([O:33][CH2:34][CH3:35])=[O:32])[C:25]=1[C:22]1[CH:23]=[CH:24][C:19]([C:15]2[CH:16]=[CH:17][CH:18]=[C:13]([S:10]([CH3:9])(=[O:11])=[O:12])[CH:14]=2)=[CH:20][CH:21]=1. (6) Given the reactants [NH:1]1[CH2:6][CH2:5][C:4]2([O:11][C:10]3[C:12]4[C:17]([C:18](=[O:21])[C:19](=[O:20])[C:9]=3[S:8][CH2:7]2)=[CH:16][CH:15]=[CH:14][CH:13]=4)[CH2:3][CH2:2]1.Br[CH2:23][C:24]1[CH:29]=[CH:28][C:27]([F:30])=[CH:26][CH:25]=1, predict the reaction product. The product is: [F:30][C:27]1[CH:28]=[CH:29][C:24]([CH2:23][N:1]2[CH2:2][CH2:3][C:4]3([O:11][C:10]4[C:12]5[C:17]([C:18](=[O:21])[C:19](=[O:20])[C:9]=4[S:8][CH2:7]3)=[CH:16][CH:15]=[CH:14][CH:13]=5)[CH2:5][CH2:6]2)=[CH:25][CH:26]=1.